From a dataset of Catalyst prediction with 721,799 reactions and 888 catalyst types from USPTO. Predict which catalyst facilitates the given reaction. (1) Reactant: C(OC(=O)[NH:7][C:8]1[CH:13]=[CH:12][C:11]([O:14][CH:15]2[CH2:20][CH2:19][N:18]([C:21](=[O:30])[C:22]3[C:27]([Cl:28])=[CH:26][CH:25]=[CH:24][C:23]=3[Cl:29])[CH2:17][CH2:16]2)=[CH:10][CH:9]=1)(C)(C)C.FC(F)(F)C(O)=O. Product: [NH2:7][C:8]1[CH:13]=[CH:12][C:11]([O:14][CH:15]2[CH2:16][CH2:17][N:18]([C:21]([C:22]3[C:27]([Cl:28])=[CH:26][CH:25]=[CH:24][C:23]=3[Cl:29])=[O:30])[CH2:19][CH2:20]2)=[CH:10][CH:9]=1. The catalyst class is: 4. (2) Reactant: Br[CH2:2][C:3]1[CH:4]=[C:5]([CH:11]=[C:12]([C:14]([N:16]([CH2:20][CH2:21][CH3:22])[CH2:17][CH2:18][CH3:19])=[O:15])[CH:13]=1)[C:6]([O:8][CH2:9][CH3:10])=[O:7].[C-:23]#[N:24].[Na+]. Product: [C:23]([CH2:2][C:3]1[CH:4]=[C:5]([CH:11]=[C:12]([C:14]([N:16]([CH2:20][CH2:21][CH3:22])[CH2:17][CH2:18][CH3:19])=[O:15])[CH:13]=1)[C:6]([O:8][CH2:9][CH3:10])=[O:7])#[N:24]. The catalyst class is: 16.